From a dataset of Forward reaction prediction with 1.9M reactions from USPTO patents (1976-2016). Predict the product of the given reaction. (1) Given the reactants [F:1][C:2]([F:13])([F:12])[C:3]([C:8]([F:11])([F:10])[F:9])([OH:7])[CH2:4][CH:5]=[CH2:6].[C:14]([OH:17])(=[S:16])[CH3:15].CC(N=NC(C#N)(C)C)(C#N)C, predict the reaction product. The product is: [C:14]([S:16][CH2:6][CH2:5][CH2:4][C:3]([C:8]([F:9])([F:10])[F:11])([C:2]([F:12])([F:13])[F:1])[OH:7])(=[O:17])[CH3:15]. (2) Given the reactants [Cl:1][C:2]1[C:6]2=[CH:7][CH:8]=[C:9]3[C:14]([O:13][C:12]([C:15]4[CH:20]=[CH:19][CH:18]=[CH:17][CH:16]=4)=[C:11]([I:21])[C:10]3=[O:22])=[C:5]2[NH:4][N:3]=1.[C:23](=O)([O-])[O-].[Cs+].[Cs+].IC, predict the reaction product. The product is: [Cl:1][C:2]1[C:6]2=[CH:7][CH:8]=[C:9]3[C:14]([O:13][C:12]([C:15]4[CH:20]=[CH:19][CH:18]=[CH:17][CH:16]=4)=[C:11]([I:21])[C:10]3=[O:22])=[C:5]2[N:4]([CH3:23])[N:3]=1. (3) Given the reactants [CH3:1][Si](C)(C)[N-][Si](C)(C)C.[Li+].[CH:11]1([C:14]2[C:15]([O:28][CH2:29][C:30]3([CH3:37])[CH2:35][CH2:34][C:33](=O)[CH2:32][CH2:31]3)=[CH:16][C:17]([F:27])=[C:18]([CH:26]=2)[C:19]([O:21][C:22]([CH3:25])([CH3:24])[CH3:23])=[O:20])[CH2:13][CH2:12]1, predict the reaction product. The product is: [CH:11]1([C:14]2[C:15]([O:28][CH2:29][C:30]3([CH3:37])[CH2:35][CH2:34][C:33](=[CH2:1])[CH2:32][CH2:31]3)=[CH:16][C:17]([F:27])=[C:18]([CH:26]=2)[C:19]([O:21][C:22]([CH3:24])([CH3:23])[CH3:25])=[O:20])[CH2:13][CH2:12]1.